Dataset: Full USPTO retrosynthesis dataset with 1.9M reactions from patents (1976-2016). Task: Predict the reactants needed to synthesize the given product. (1) Given the product [N:17]1[NH:16][C:26]2[C:27]3[C:18]=1[CH2:19][CH2:20][S:21][C:22]=3[N:23]=[C:24]([NH2:28])[N:25]=2, predict the reactants needed to synthesize it. The reactants are: C1(OC)C=CC=CC=1.COC1C=CC(C[N:16]2[C:26]3[C:27]4[C:18]([CH2:19][CH2:20][S:21][C:22]=4[N:23]=[C:24]([N:28](C(OC(C)(C)C)=O)C(OC(C)(C)C)=O)[N:25]=3)=[N:17]2)=CC=1. (2) The reactants are: Br[C:2]1[CH:23]=[C:22]([F:24])[CH:21]=[CH:20][C:3]=1[O:4][CH2:5][C:6]([N:8]([CH:17]([CH3:19])[CH3:18])[NH:9][C:10]([C:12]1[S:13][CH:14]=[CH:15][CH:16]=1)=[O:11])=[O:7].C([O-])([O-])=O.[Na+].[Na+].[F:31][C:32]([F:44])([F:43])[O:33][C:34]1[CH:39]=[CH:38][CH:37]=[CH:36][C:35]=1B(O)O. Given the product [F:24][C:22]1[CH:21]=[CH:20][C:3]([O:4][CH2:5][C:6]([N:8]([CH:17]([CH3:19])[CH3:18])[NH:9][C:10]([C:12]2[S:13][CH:14]=[CH:15][CH:16]=2)=[O:11])=[O:7])=[C:2]([C:35]2[CH:36]=[CH:37][CH:38]=[CH:39][C:34]=2[O:33][C:32]([F:31])([F:44])[F:43])[CH:23]=1, predict the reactants needed to synthesize it. (3) Given the product [CH2:42]([C@H:7]([O:8][CH:9]1[CH2:13][CH2:12][NH:11][CH2:10]1)[C:6]1[CH:21]=[C:2]([F:1])[CH:3]=[CH:4][C:5]=1[S:22]([NH:23][C:24]1[C:33]([C:34]([O:36][CH3:37])=[O:35])=[C:32]2[C:27]([C@H:28]3[CH2:38][C@H:29]3[CH2:30][O:31]2)=[CH:26][CH:25]=1)(=[O:40])=[O:39])[CH3:43], predict the reactants needed to synthesize it. The reactants are: [F:1][C:2]1[CH:3]=[CH:4][C:5]([S:22](=[O:40])(=[O:39])[NH:23][C:24]2[CH:25]=[CH:26][C:27]3[C@H:28]4[CH2:38][C@H:29]4[CH2:30][O:31][C:32]=3[C:33]=2[C:34]([O:36][CH3:37])=[O:35])=[C:6]([CH:21]=1)[CH2:7][O:8][C@H:9]1[CH2:13][CH2:12][N:11](C(OC(C)(C)C)=O)[CH2:10]1.F[C:42](F)(F)[C:43](O)=O. (4) Given the product [CH2:26]([O:1][C:2]1[CH:9]=[CH:8][C:5]([CH:6]=[O:7])=[CH:4][C:3]=1[C:10]1[CH:15]=[CH:14][C:13]([O:16][CH3:17])=[CH:12][CH:11]=1)[CH3:27], predict the reactants needed to synthesize it. The reactants are: [OH:1][C:2]1[CH:9]=[CH:8][C:5]([CH:6]=[O:7])=[CH:4][C:3]=1[C:10]1[CH:15]=[CH:14][C:13]([O:16][CH3:17])=[CH:12][CH:11]=1.C(=O)([O-])[O-].[K+].[K+].[I-].[K+].[CH2:26](I)[CH3:27]. (5) Given the product [CH3:66][O:67][C:68](=[O:69])[C@@H:70]([NH:58][C:17](=[O:19])[C@@H:16]([NH:15][C:13](=[O:14])[C@@H:12]([NH:24][C:25]([O:27][C:28]([CH3:30])([CH3:29])[CH3:31])=[O:26])[CH2:11][C:8]1[CH:9]=[CH:10][C:5]([O:4][CH2:1][CH:2]=[CH2:3])=[CH:6][CH:7]=1)[CH2:20][CH:21]([CH3:22])[CH3:23])[CH2:43][CH:42]=[CH2:41], predict the reactants needed to synthesize it. The reactants are: [CH2:1]([O:4][C:5]1[CH:10]=[CH:9][C:8]([CH2:11][C@H:12]([NH:24][C:25]([O:27][C:28]([CH3:31])([CH3:30])[CH3:29])=[O:26])[C:13]([NH:15][C@@H:16]([CH2:20][CH:21]([CH3:23])[CH3:22])[C:17]([OH:19])=O)=[O:14])=[CH:7][CH:6]=1)[CH:2]=[CH2:3].CN(C(ON1N=N[C:42]2[CH:43]=CC=N[C:41]1=2)=[N+](C)C)C.F[P-](F)(F)(F)(F)F.CC[N:58](C(C)C)C(C)C.C[CH2:66][O:67][C:68]([CH3:70])=[O:69]. (6) Given the product [CH3:1][O:2][C:3]1[CH:8]=[CH:7][CH:6]=[C:5]([N+:9]([O-:11])=[O:10])[C:4]=1[CH2:12][Br:13], predict the reactants needed to synthesize it. The reactants are: [CH3:1][O:2][C:3]1[CH:8]=[CH:7][CH:6]=[C:5]([N+:9]([O-:11])=[O:10])[C:4]=1[CH3:12].[Br:13]N1C(=O)CCC1=O.C(OO)(C)(C)C. (7) Given the product [CH3:1][O:2][C:3]1[CH:4]=[CH:5][C:6]([CH2:7][NH:8][C:9]([C:11]2[CH:26]=[CH:25][C:14]3[S:32](=[O:35])(=[O:31])[C:16]4[CH:24]=[CH:23][CH:22]=[CH:21][C:17]=4[C:18](=[O:20])[NH:19][C:13]=3[CH:12]=2)=[O:10])=[CH:27][CH:28]=1, predict the reactants needed to synthesize it. The reactants are: [CH3:1][O:2][C:3]1[CH:28]=[CH:27][C:6]([CH2:7][NH:8][C:9]([C:11]2[CH:26]=[CH:25][C:14]3S[C:16]4[CH:24]=[CH:23][CH:22]=[CH:21][C:17]=4[C:18](=[O:20])[NH:19][C:13]=3[CH:12]=2)=[O:10])=[CH:5][CH:4]=1.OO.[O-:31][S:32]([O-:35])(=S)=O.[Na+].[Na+].